This data is from Forward reaction prediction with 1.9M reactions from USPTO patents (1976-2016). The task is: Predict the product of the given reaction. Given the reactants C1(C)C=CC(S(N[C@H](C2C=CC=CC=2)[C@@H](C2C=CC=CC=2)N)(=O)=O)=CC=1.C1(CC([O:36][C:37]2[CH2:46][CH:45]([CH:47]3[CH2:52][CH2:51][CH2:50][CH2:49][CH2:48]3)[C:44]3[C:39](=[CH:40][CH:41]=[CH:42][CH:43]=3)[CH:38]=2)=O)C=CC=CC=1.[OH-].[K+], predict the reaction product. The product is: [CH:47]1([C@@H:45]2[C:44]3[C:39](=[CH:40][CH:41]=[CH:42][CH:43]=3)[CH2:38][C@H:37]([OH:36])[CH2:46]2)[CH2:48][CH2:49][CH2:50][CH2:51][CH2:52]1.